This data is from Reaction yield outcomes from USPTO patents with 853,638 reactions. The task is: Predict the reaction yield, written as a fraction of the theoretical maximum amount of product (1.0 means a 100% yield; for example, 0.34 means a 34% yield). (1) The reactants are N1CCCCC1.[CH2:7]([O:13][C:14]1[CH:21]=[CH:20][C:17]([CH:18]=O)=[CH:16][C:15]=1[O:22][CH3:23])[CH2:8][CH2:9][CH2:10][C:11]#[CH:12].C([CH2:27][C:28]([NH:30][C:31]1[CH:39]=[CH:38][CH:37]=[CH:36][C:32]=1[C:33]([OH:35])=[O:34])=[O:29])(O)=O.Cl. The catalyst is C1(C)C=CC=CC=1. The product is [CH2:7]([O:13][C:14]1[CH:21]=[CH:20][C:17](/[CH:18]=[CH:27]/[C:28]([NH:30][C:31]2[CH:39]=[CH:38][CH:37]=[CH:36][C:32]=2[C:33]([OH:35])=[O:34])=[O:29])=[CH:16][C:15]=1[O:22][CH3:23])[CH2:8][CH2:9][CH2:10][C:11]#[CH:12]. The yield is 0.730. (2) The reactants are [F:1][C:2]1[CH:7]=[C:6](B2OC(C)(C)C(C)(C)O2)[CH:5]=[CH:4][C:3]=1[CH2:17][N:18]1[CH2:23][CH2:22][N:21]([C:24]([O:26][C:27]([CH3:30])([CH3:29])[CH3:28])=[O:25])[CH2:20][CH2:19]1.Br[C:32]1[CH:37]=[CH:36][CH:35]=[C:34]([CH3:38])[N:33]=1.C(=O)([O-])[O-].[K+].[K+].O1CCOCC1. The catalyst is C1C=CC([P]([Pd]([P](C2C=CC=CC=2)(C2C=CC=CC=2)C2C=CC=CC=2)([P](C2C=CC=CC=2)(C2C=CC=CC=2)C2C=CC=CC=2)[P](C2C=CC=CC=2)(C2C=CC=CC=2)C2C=CC=CC=2)(C2C=CC=CC=2)C2C=CC=CC=2)=CC=1.O. The product is [F:1][C:2]1[CH:7]=[C:6]([C:32]2[CH:37]=[CH:36][CH:35]=[C:34]([CH3:38])[N:33]=2)[CH:5]=[CH:4][C:3]=1[CH2:17][N:18]1[CH2:19][CH2:20][N:21]([C:24]([O:26][C:27]([CH3:30])([CH3:28])[CH3:29])=[O:25])[CH2:22][CH2:23]1. The yield is 0.800. (3) The reactants are [CH2:1]([CH:3]1[CH2:11][C:6]2(OCC[O:7]2)[CH2:5][CH:4]1[C:12]1[N:16]2[C:17]3[CH:23]=[CH:22][N:21]([CH2:24][O:25][CH2:26][CH2:27][Si:28]([CH3:31])([CH3:30])[CH3:29])[C:18]=3[N:19]=[CH:20][C:15]2=[N:14][N:13]=1)[CH3:2].Cl. The catalyst is C1COCC1. The product is [CH2:1]([CH:3]1[CH:4]([C:12]2[N:16]3[C:17]4[CH:23]=[CH:22][N:21]([CH2:24][O:25][CH2:26][CH2:27][Si:28]([CH3:29])([CH3:31])[CH3:30])[C:18]=4[N:19]=[CH:20][C:15]3=[N:14][N:13]=2)[CH2:5][C:6](=[O:7])[CH2:11]1)[CH3:2]. The yield is 0.810. (4) The reactants are [CH3:1][O:2][C:3]1[N:4]=[CH:5][CH:6]=[C:7]2[C:11](B3OC(C)(C)C(C)(C)O3)=[CH:10][N:9]([CH3:21])[C:8]=12.Br[C:23]1[C:24]([O:34][C:35]2[CH:40]=[CH:39][C:38]([F:41])=[CH:37][C:36]=2[F:42])=[N:25][CH:26]=[C:27]([CH2:29][S:30]([CH3:33])(=[O:32])=[O:31])[CH:28]=1.P([O-])([O-])([O-])=O.[K+].[K+].[K+]. The catalyst is C1C=CC(/C=C/C(/C=C/C2C=CC=CC=2)=O)=CC=1.C1C=CC(/C=C/C(/C=C/C2C=CC=CC=2)=O)=CC=1.C1C=CC(/C=C/C(/C=C/C2C=CC=CC=2)=O)=CC=1.[Pd].[Pd]. The product is [F:42][C:36]1[CH:37]=[C:38]([F:41])[CH:39]=[CH:40][C:35]=1[O:34][C:24]1[C:23]([C:11]2[C:7]3[C:8](=[C:3]([O:2][CH3:1])[N:4]=[CH:5][CH:6]=3)[N:9]([CH3:21])[CH:10]=2)=[CH:28][C:27]([CH2:29][S:30]([CH3:33])(=[O:32])=[O:31])=[CH:26][N:25]=1. The yield is 1.00. (5) The reactants are [Br:1][C:2]1[C:3]([O:9][CH2:10][CH:11]2[CH2:16][CH2:15][CH2:14][CH2:13][CH2:12]2)=[CH:4][C:5](Cl)=[N:6][CH:7]=1.O1CCOCC1.O.[NH2:24][NH2:25]. The catalyst is C(OCC)(=O)C. The product is [Br:1][C:2]1[C:3]([O:9][CH2:10][CH:11]2[CH2:16][CH2:15][CH2:14][CH2:13][CH2:12]2)=[CH:4][C:5]([NH:24][NH2:25])=[N:6][CH:7]=1. The yield is 0.680. (6) The catalyst is ClCCl. The product is [C:13]1([C:31]2[CH:36]=[CH:35][CH:34]=[CH:33][CH:32]=2)[CH:14]=[CH:15][C:16]([NH:19][C:20](=[O:30])[CH2:21][C:22]([N:23]2[CH2:24][CH2:25][N:26]([S:8]([C:3]3[CH:4]=[CH:5][CH:6]=[CH:7][C:2]=3[Cl:1])(=[O:10])=[O:9])[CH2:27][CH2:28]2)=[O:29])=[CH:17][CH:18]=1. The yield is 0.360. The reactants are [Cl:1][C:2]1[CH:7]=[CH:6][CH:5]=[CH:4][C:3]=1[S:8](Cl)(=[O:10])=[O:9].Cl.[C:13]1([C:31]2[CH:36]=[CH:35][CH:34]=[CH:33][CH:32]=2)[CH:18]=[CH:17][C:16]([NH:19][C:20](=[O:30])[CH2:21][C:22](=[O:29])[N:23]2[CH2:28][CH2:27][NH:26][CH2:25][CH2:24]2)=[CH:15][CH:14]=1.CCN(C(C)C)C(C)C.